From a dataset of Reaction yield outcomes from USPTO patents with 853,638 reactions. Predict the reaction yield, written as a fraction of the theoretical maximum amount of product (1.0 means a 100% yield; for example, 0.34 means a 34% yield). The reactants are Br[C:2]1[CH:3]=[N:4][C:5]([NH:8][C:9]2[CH:30]=[CH:29][C:12]([CH2:13][CH2:14][C@H:15]3[CH2:19][O:18][C:17]([CH3:21])([CH3:20])[N:16]3[C:22]([O:24][C:25]([CH3:28])([CH3:27])[CH3:26])=[O:23])=[CH:11][CH:10]=2)=[N:6][CH:7]=1.[Br-].[C:32]([Zn+])([CH3:35])([CH3:34])[CH3:33]. The catalyst is C1COCC1.CC(C)([P](C(C)(C)C)([Pd][P](C(C)(C)C)(C(C)(C)C)C(C)(C)C)C(C)(C)C)C. The product is [C:32]([C:2]1[CH:3]=[N:4][C:5]([NH:8][C:9]2[CH:30]=[CH:29][C:12]([CH2:13][CH2:14][C@H:15]3[CH2:19][O:18][C:17]([CH3:21])([CH3:20])[N:16]3[C:22]([O:24][C:25]([CH3:28])([CH3:27])[CH3:26])=[O:23])=[CH:11][CH:10]=2)=[N:6][CH:7]=1)([CH3:35])([CH3:34])[CH3:33]. The yield is 0.0900.